This data is from Full USPTO retrosynthesis dataset with 1.9M reactions from patents (1976-2016). The task is: Predict the reactants needed to synthesize the given product. (1) Given the product [F:19][C:2]([F:1])([F:18])[C:3]1[CH:4]=[C:5]([C:13]2[N:17]=[CH:16][N:15](/[CH:29]=[CH:30]\[C:31]([O:33][CH:34]([CH3:36])[CH3:35])=[O:32])[N:14]=2)[CH:6]=[C:7]([C:9]([F:10])([F:12])[F:11])[CH:8]=1, predict the reactants needed to synthesize it. The reactants are: [F:1][C:2]([F:19])([F:18])[C:3]1[CH:4]=[C:5]([C:13]2[N:17]=[CH:16][NH:15][N:14]=2)[CH:6]=[C:7]([C:9]([F:12])([F:11])[F:10])[CH:8]=1.C1N2CCN(CC2)C1.I/[CH:29]=[CH:30]\[C:31]([O:33][CH:34]([CH3:36])[CH3:35])=[O:32]. (2) Given the product [Cl:7][C:8]1[N:13]=[C:12]([N:1]2[CH2:6][CH2:5][O:4][CH2:3][CH2:2]2)[C:11]2[CH2:15][CH2:16][CH2:17][C:10]=2[N:9]=1, predict the reactants needed to synthesize it. The reactants are: [NH:1]1[CH2:6][CH2:5][O:4][CH2:3][CH2:2]1.[Cl:7][C:8]1[N:13]=[C:12](Cl)[C:11]2[CH2:15][CH2:16][CH2:17][C:10]=2[N:9]=1. (3) Given the product [CH3:23][C:24]1[C:29]([C:2]2[CH:3]=[CH:4][C:5]3[S:9][C:8]([C@H:10]4[CH2:13][C@H:12]([N:14]5[CH2:18][CH2:17][CH2:16][CH:15]5[CH3:19])[CH2:11]4)=[N:7][C:6]=3[CH:20]=2)=[CH:28][CH:27]=[C:26]([CH3:39])[N:25]=1, predict the reactants needed to synthesize it. The reactants are: Cl[C:2]1[CH:3]=[CH:4][C:5]2[S:9][C:8]([C@H:10]3[CH2:13][C@H:12]([N:14]4[CH2:18][CH2:17][CH2:16][CH:15]4[CH3:19])[CH2:11]3)=[N:7][C:6]=2[CH:20]=1.[F-].[K+].[CH3:23][C:24]1[C:29](B2OC(C)(C)C(C)(C)O2)=[CH:28][CH:27]=[C:26]([CH3:39])[N:25]=1.C(P(C(C)(C)C)C(C)(C)C)(C)(C)C.[OH-].[NH4+]. (4) The reactants are: Cl[C:2]1[CH:11]=[C:10]2[C:5]([C:6](=[O:12])[NH:7][CH:8]=[N:9]2)=[CH:4][C:3]=1[N+:13]([O-:15])=[O:14].[Na+].[C:17]1([S:23]([O-:25])=[O:24])[CH:22]=[CH:21][CH:20]=[CH:19][CH:18]=1. Given the product [N+:13]([C:3]1[CH:4]=[C:5]2[C:10](=[CH:11][C:2]=1[S:23]([C:17]1[CH:22]=[CH:21][CH:20]=[CH:19][CH:18]=1)(=[O:25])=[O:24])[N:9]=[CH:8][NH:7][C:6]2=[O:12])([O-:15])=[O:14], predict the reactants needed to synthesize it. (5) Given the product [ClH:42].[CH3:6][NH:7][C@@H:8]([CH3:9])[C:10]([NH:11][C@H:12]([C:16]([N:18]1[C:22]2=[N:23][CH:24]=[CH:25][CH:26]=[C:21]2[CH2:20][C@H:19]1[CH2:27][NH:28][C:29]1[CH:38]=[CH:37][C:36]2[C:31](=[CH:32][CH:33]=[CH:34][CH:35]=2)[CH:30]=1)=[O:17])[CH:13]([CH3:15])[CH3:14])=[O:39], predict the reactants needed to synthesize it. The reactants are: C(O[C:6](=O)[N:7](C)[C@H:8]([C:10](=[O:39])[NH:11][C@H:12]([C:16]([N:18]1[C:22]2=[N:23][CH:24]=[CH:25][CH:26]=[C:21]2[CH2:20][C@H:19]1[CH2:27][NH:28][C:29]1[CH:38]=[CH:37][C:36]2[C:31](=[CH:32][CH:33]=[CH:34][CH:35]=2)[CH:30]=1)=[O:17])[CH:13]([CH3:15])[CH3:14])[CH3:9])(C)(C)C.[ClH:42]. (6) Given the product [OH:1][C:2]([CH3:35])([CH3:34])[CH2:3][C@@:4]1([C:28]2[CH:29]=[CH:30][CH:31]=[CH:32][CH:33]=2)[O:9][C:8](=[O:10])[N:7]([C@H:11]([C:13]2[CH:18]=[CH:17][C:16]([C:37]3[CH:42]=[C:41]([CH3:43])[N+:40]([O-:44])=[C:39]([CH3:45])[CH:38]=3)=[CH:15][CH:14]=2)[CH3:12])[CH2:6][CH2:5]1, predict the reactants needed to synthesize it. The reactants are: [OH:1][C:2]([CH3:35])([CH3:34])[CH2:3][C@@:4]1([C:28]2[CH:33]=[CH:32][CH:31]=[CH:30][CH:29]=2)[O:9][C:8](=[O:10])[N:7]([C@H:11]([C:13]2[CH:18]=[CH:17][C:16](B3OC(C)(C)C(C)(C)O3)=[CH:15][CH:14]=2)[CH3:12])[CH2:6][CH2:5]1.Br[C:37]1[CH:42]=[C:41]([CH3:43])[N+:40]([O-:44])=[C:39]([CH3:45])[CH:38]=1. (7) Given the product [CH3:15][O:14][C:10]([CH:9]1[C:4](=[O:5])[CH2:3][O:7][CH2:8]1)=[O:13], predict the reactants needed to synthesize it. The reactants are: [H-].[Na+].[C:3]([O:7][CH2:8][CH3:9])(=O)[CH2:4][OH:5].[C:10]([O:14][CH3:15])(=[O:13])C=C.OS(O)(=O)=O. (8) The reactants are: [Br:1][C:2]1[CH:7]=[C:6]([N+:8]([O-:10])=[O:9])[C:5]([CH3:11])=[CH:4][C:3]=1[O:12][CH3:13].CN(C(OC)[O:18]C)C. Given the product [Br:1][C:2]1[C:3]([O:12][CH3:13])=[CH:4][C:5]([CH:11]=[O:18])=[C:6]([N+:8]([O-:10])=[O:9])[CH:7]=1, predict the reactants needed to synthesize it. (9) Given the product [CH3:10][C:2]1([CH3:1])[O:6][CH:5]([CH2:7][CH2:8][O:30][N:31]2[C:35](=[O:36])[C:34]3[C:33](=[CH:40][CH:39]=[CH:38][CH:37]=3)[C:32]2=[O:41])[CH2:4][O:3]1, predict the reactants needed to synthesize it. The reactants are: [CH3:1][C:2]1([CH3:10])[O:6][CH:5]([CH:7](O)[CH3:8])[CH2:4][O:3]1.C1(P(C2C=CC=CC=2)C2C=CC=CC=2)C=CC=CC=1.[OH:30][N:31]1[C:35](=[O:36])[C:34]2=[CH:37][CH:38]=[CH:39][CH:40]=[C:33]2[C:32]1=[O:41].CCOC(/N=N/C(OCC)=O)=O. (10) The reactants are: COC1C=CC([C@@H]([N:11]([CH2:22][C:23]2[N:24]=[C:25]3[CH:30]=[CH:29][CH:28]=[C:27]([N:31]4[CH2:36][CH2:35][N:34]([CH3:37])[CH2:33][CH2:32]4)[N:26]3[CH:38]=2)[C@@H:12]2[C:21]3[N:20]=[CH:19][CH:18]=[CH:17][C:16]=3[CH2:15][CH2:14][CH2:13]2)C)=CC=1.[CH3:39][N:40]([CH3:49])[C:41]1[CH:48]=[CH:47][CH:46]=[CH:45][C:42]=1[CH:43]=O. Given the product [CH3:39][N:40]([CH3:49])[C:41]1[CH:48]=[CH:47][CH:46]=[CH:45][C:42]=1[CH2:43][N:11]([CH2:22][C:23]1[N:24]=[C:25]2[CH:30]=[CH:29][CH:28]=[C:27]([N:31]3[CH2:36][CH2:35][N:34]([CH3:37])[CH2:33][CH2:32]3)[N:26]2[CH:38]=1)[C@@H:12]1[C:21]2[N:20]=[CH:19][CH:18]=[CH:17][C:16]=2[CH2:15][CH2:14][CH2:13]1, predict the reactants needed to synthesize it.